Dataset: Full USPTO retrosynthesis dataset with 1.9M reactions from patents (1976-2016). Task: Predict the reactants needed to synthesize the given product. (1) Given the product [C:19]1([N:10]2[CH:11]=[C:12]([C:13]3[CH:18]=[CH:17][N:16]=[CH:15][CH:14]=3)[C:8]([C:4]3[CH:5]=[CH:6][CH:7]=[C:2]([Br:1])[CH:3]=3)=[N:9]2)[CH:24]=[CH:23][CH:22]=[CH:21][CH:20]=1, predict the reactants needed to synthesize it. The reactants are: [Br:1][C:2]1[CH:3]=[C:4]([C:8]2[C:12]([C:13]3[CH:18]=[CH:17][N:16]=[CH:15][CH:14]=3)=[CH:11][NH:10][N:9]=2)[CH:5]=[CH:6][CH:7]=1.[C:19]1(I)[CH:24]=[CH:23][CH:22]=[CH:21][CH:20]=1.C1CCN2C(=NCCC2)CC1.C(N(CC(O)=O)CC(O)=O)CN(CC(O)=O)CC(O)=O. (2) Given the product [Cl:1][C:2]1[CH:10]=[CH:9][C:8]2[N:7]([CH2:25][CH2:24][C:22]3[CH:21]=[CH:20][C:19](=[O:26])[N:18]([C:17]([F:28])([F:16])[F:27])[CH:23]=3)[C:6]3[CH2:11][CH2:12][N:13]([CH3:15])[CH2:14][C:5]=3[C:4]=2[CH:3]=1, predict the reactants needed to synthesize it. The reactants are: [Cl:1][C:2]1[CH:10]=[CH:9][C:8]2[NH:7][C:6]3[CH2:11][CH2:12][N:13]([CH3:15])[CH2:14][C:5]=3[C:4]=2[CH:3]=1.[F:16][C:17]([F:28])([F:27])[N:18]1[CH:23]=[C:22]([CH:24]=[CH2:25])[CH:21]=[CH:20][C:19]1=[O:26].[OH-].[K+].